From a dataset of Reaction yield outcomes from USPTO patents with 853,638 reactions. Predict the reaction yield, written as a fraction of the theoretical maximum amount of product (1.0 means a 100% yield; for example, 0.34 means a 34% yield). The yield is 0.440. The reactants are [NH:1]1[C:5]2[CH:6]=[CH:7][C:8]([C:10]([OH:12])=O)=[CH:9][C:4]=2[N:3]=[CH:2]1.[CH2:13]([C@:15]12[C:24]3[CH:25]=[CH:26][CH:27]=[CH:28][C:23]=3[CH2:22][CH2:21][C@@H:20]1[NH:19][CH2:18][CH2:17][CH2:16]2)[CH3:14]. The catalyst is C(Cl)Cl.CO. The product is [NH:1]1[C:5]2[CH:6]=[CH:7][C:8]([C:10]([N:19]3[C@@H:20]4[C@:15]([CH2:13][CH3:14])([C:24]5[CH:25]=[CH:26][CH:27]=[CH:28][C:23]=5[CH2:22][CH2:21]4)[CH2:16][CH2:17][CH2:18]3)=[O:12])=[CH:9][C:4]=2[N:3]=[CH:2]1.